Dataset: Catalyst prediction with 721,799 reactions and 888 catalyst types from USPTO. Task: Predict which catalyst facilitates the given reaction. (1) Reactant: [OH:1][C:2]1[CH:7]=[CH:6][C:5]([CH2:8][C:9]#[N:10])=[CH:4][C:3]=1[O:11][CH3:12].[C-]#N.[Na+].[C:16]1([C:22]#[C:23][CH2:24]OS(C2C=CC(C)=CC=2)(=O)=O)[CH:21]=[CH:20][CH:19]=[CH:18][CH:17]=1.O. Product: [CH3:12][O:11][C:3]1[CH:4]=[C:5]([CH2:8][C:9]#[N:10])[CH:6]=[CH:7][C:2]=1[O:1][CH2:24][C:23]#[C:22][C:16]1[CH:21]=[CH:20][CH:19]=[CH:18][CH:17]=1. The catalyst class is: 9. (2) Reactant: [F:1][C:2]1[C:3]([CH3:17])=[C:4]([CH:13]=[CH:14][C:15]=1[F:16])[CH2:5][NH:6][CH2:7][CH:8]([O:11][CH3:12])[O:9][CH3:10].N1C=CC=CC=1.[C:24]1([CH3:34])[CH:29]=[CH:28][C:27]([S:30](Cl)(=[O:32])=[O:31])=[CH:26][CH:25]=1. Product: [F:1][C:2]1[C:3]([CH3:17])=[C:4]([CH:13]=[CH:14][C:15]=1[F:16])[CH2:5][N:6]([S:30]([C:27]1[CH:28]=[CH:29][C:24]([CH3:34])=[CH:25][CH:26]=1)(=[O:32])=[O:31])[CH2:7][CH:8]([O:9][CH3:10])[O:11][CH3:12]. The catalyst class is: 4. (3) Reactant: [OH:1][C:2]1[CH:7]=[CH:6][N:5]([CH2:8][CH2:9][C:10]2[CH:26]=[CH:25][C:13]3[CH2:14][CH2:15][N:16]([C:19](=[O:24])[C:20]([F:23])([F:22])[F:21])[CH2:17][CH2:18][C:12]=3[CH:11]=2)[C:4](=[O:27])[CH:3]=1.[CH3:28][C:29]1[CH:30]=[CH:31][C:32]([CH2:35]O)=[N:33][CH:34]=1.C1(P(C2C=CC=CC=2)C2C=CC=CC=2)C=CC=CC=1.N(C(OC(C)C)=O)=NC(OC(C)C)=O. Product: [CH3:28][C:29]1[CH:30]=[CH:31][C:32]([CH2:35][O:1][C:2]2[CH:7]=[CH:6][N:5]([CH2:8][CH2:9][C:10]3[CH:26]=[CH:25][C:13]4[CH2:14][CH2:15][N:16]([C:19](=[O:24])[C:20]([F:21])([F:22])[F:23])[CH2:17][CH2:18][C:12]=4[CH:11]=3)[C:4](=[O:27])[CH:3]=2)=[N:33][CH:34]=1. The catalyst class is: 2. (4) Reactant: [C:1]([O:5][C:6]([NH:8][CH2:9][CH2:10][CH2:11][O:12][C:13]1[CH:18]=[C:17]([CH2:19][OH:20])[N:16]=[C:15]([CH2:21][OH:22])[CH:14]=1)=[O:7])([CH3:4])([CH3:3])[CH3:2].[OH-:23].[K+].[S:25](Cl)([C:28]1[CH:34]=[CH:33][C:31]([CH3:32])=[CH:30][CH:29]=1)(=[O:27])=[O:26]. Product: [C:1]([O:5][C:6]([NH:8][CH2:9][CH2:10][CH2:11][O:12][C:13]1[CH:18]=[C:17]([CH2:19][O:20][S:25]([C:28]2[CH:34]=[CH:33][C:31]([CH3:32])=[CH:30][CH:29]=2)(=[O:27])=[O:26])[N:16]=[C:15]([CH2:21][O:22][S:25]([C:28]2[CH:34]=[CH:33][C:31]([CH3:32])=[CH:30][CH:29]=2)(=[O:26])=[O:23])[CH:14]=1)=[O:7])([CH3:4])([CH3:2])[CH3:3]. The catalyst class is: 46. (5) Reactant: C[Si](C)(C)[N-][Si](C)(C)C.[Li+].[CH2:11]([O:13][C:14](=[O:23])[CH2:15][C:16]1[CH:21]=[CH:20][C:19]([Br:22])=[CH:18][CH:17]=1)[CH3:12].Br[CH2:25][CH2:26][CH2:27]Br.[Cl-].[NH4+]. Product: [Br:22][C:19]1[CH:20]=[CH:21][C:16]([C:15]2([C:14]([O:13][CH2:11][CH3:12])=[O:23])[CH2:27][CH2:26][CH2:25]2)=[CH:17][CH:18]=1. The catalyst class is: 1. (6) Reactant: C([N-]C(C)C)(C)C.[Li+].[Br:9][C:10]1[CH:11]=[C:12]([C:17]2[S:21][CH:20]=[N:19][CH:18]=2)[CH:13]=[C:14]([CH3:16])[CH:15]=1.[O:22]=[C:23]1[CH2:28][CH2:27][CH:26]([C:29]([O:31][C:32]([CH3:35])([CH3:34])[CH3:33])=[O:30])[CH2:25][CH2:24]1. Product: [Br:9][C:10]1[CH:11]=[C:12]([C:17]2[S:21][C:20]([C:23]3([OH:22])[CH2:24][CH2:25][CH:26]([C:29]([O:31][C:32]([CH3:34])([CH3:33])[CH3:35])=[O:30])[CH2:27][CH2:28]3)=[N:19][CH:18]=2)[CH:13]=[C:14]([CH3:16])[CH:15]=1. The catalyst class is: 7. (7) Reactant: [N+:1]([C:4]1[CH:27]=[CH:26][C:7]([CH2:8][O:9][C:10]([NH:12][C:13]2[CH:25]=[CH:24][C:16]3[S:17][C:18]4[CH:23]=[CH:22][CH:21]=[CH:20][C:19]=4[C:15]=3[CH:14]=2)=[O:11])=[CH:6][CH:5]=1)([O-:3])=[O:2].[OH:28]O. Product: [O:28]=[S:17]1[C:18]2[CH:23]=[CH:22][CH:21]=[CH:20][C:19]=2[C:15]2[CH:14]=[C:13]([NH:12][C:10]([O:9][CH2:8][C:7]3[CH:26]=[CH:27][C:4]([N+:1]([O-:3])=[O:2])=[CH:5][CH:6]=3)=[O:11])[CH:25]=[CH:24][C:16]1=2. The catalyst class is: 15. (8) Reactant: [F:1][C:2]([F:16])([CH2:12][CH2:13][CH2:14][CH3:15])[C:3](=[O:11])[CH2:4]P(=O)(OC)OC.[OH-].[K+].[C:19]([O:22][C@@H:23]1[C@H:27]([CH2:28][CH2:29][CH2:30][CH2:31][CH2:32][CH2:33][C:34]([O:36][CH3:37])=[O:35])[C@@H:26]([CH:38]=O)[C@H:25]([O:40][CH:41]2[CH2:46][CH2:45][CH2:44][CH2:43][O:42]2)[CH2:24]1)(=[O:21])[CH3:20].O. Product: [C:19]([O:22][C@@H:23]1[C@H:27]([CH2:28][CH2:29][CH2:30][CH2:31][CH2:32][CH2:33][C:34]([O:36][CH3:37])=[O:35])[C@@H:26](/[CH:38]=[CH:4]/[C:3](=[O:11])[C:2]([F:1])([F:16])[CH2:12][CH2:13][CH2:14][CH3:15])[C@H:25]([O:40][CH:41]2[CH2:46][CH2:45][CH2:44][CH2:43][O:42]2)[CH2:24]1)(=[O:21])[CH3:20]. The catalyst class is: 310. (9) Reactant: Br[C:2]([CH3:7])([CH3:6])[C:3](=[O:5])[CH3:4].[N-:8]=[N+:9]=[N-:10].[Na+]. Product: [N:8]([C:2]([CH3:7])([CH3:6])[C:3](=[O:5])[CH3:4])=[N+:9]=[N-:10]. The catalyst class is: 95.